Predict which catalyst facilitates the given reaction. From a dataset of Catalyst prediction with 721,799 reactions and 888 catalyst types from USPTO. (1) Reactant: [C:1]([NH:5][C:6]1[CH:11]=[C:10]([C:12]2[C:13]([C:26]3[CH:31]=[CH:30][CH:29]=[C:28]([N:32]=C(C4C=CC=CC=4)C4C=CC=CC=4)[CH:27]=3)=[N:14][N:15]([CH2:17][C:18]3[CH:23]=[CH:22][C:21]([O:24][CH3:25])=[CH:20][CH:19]=3)[CH:16]=2)[CH:9]=[CH:8][N:7]=1)([CH3:4])([CH3:3])[CH3:2].Cl.C(OCC)C. Product: [NH2:32][C:28]1[CH:27]=[C:26]([C:13]2[C:12]([C:10]3[CH:9]=[CH:8][N:7]=[C:6]([NH:5][C:1]([CH3:4])([CH3:3])[CH3:2])[CH:11]=3)=[CH:16][N:15]([CH2:17][C:18]3[CH:19]=[CH:20][C:21]([O:24][CH3:25])=[CH:22][CH:23]=3)[N:14]=2)[CH:31]=[CH:30][CH:29]=1. The catalyst class is: 12. (2) Reactant: [CH:1]1[C:10]2[C:5](=[CH:6][CH:7]=[CH:8][CH:9]=2)[CH:4]=[CH:3][C:2]=1[CH2:11][C:12]1[O:13][C:14]([CH3:34])=[C:15]([CH3:33])[C:16]=1[C:17]([C:19]1[CH:24]=[C:23]([CH:25]([CH3:27])[CH3:26])[C:22]([O:28]C)=[C:21]([CH:30]([CH3:32])[CH3:31])[CH:20]=1)=[O:18].[B]. Product: [CH:1]1[C:10]2[C:5](=[CH:6][CH:7]=[CH:8][CH:9]=2)[CH:4]=[CH:3][C:2]=1[CH2:11][C:12]1[O:13][C:14]([CH3:34])=[C:15]([CH3:33])[C:16]=1[C:17]([C:19]1[CH:20]=[C:21]([CH:30]([CH3:31])[CH3:32])[C:22]([OH:28])=[C:23]([CH:25]([CH3:27])[CH3:26])[CH:24]=1)=[O:18]. The catalyst class is: 2. (3) Reactant: Br[C:2]1[N:7]=[N:6][C:5]([NH2:8])=[N:4][C:3]=1[C:9]1[CH:14]=[CH:13][CH:12]=[CH:11][CH:10]=1.[CH3:15][C:16]1[CH:21]=[C:20](B2OC(C)(C)C(C)(C)O2)[CH:19]=[C:18]([C:31]([F:34])([F:33])[F:32])[N:17]=1.C([O-])([O-])=O.[K+].[K+]. The catalyst class is: 38. Product: [CH3:15][C:16]1[CH:21]=[C:20]([C:2]2[N:7]=[N:6][C:5]([NH2:8])=[N:4][C:3]=2[C:9]2[CH:14]=[CH:13][CH:12]=[CH:11][CH:10]=2)[CH:19]=[C:18]([C:31]([F:33])([F:32])[F:34])[N:17]=1. (4) Reactant: C([O:3][C:4]([C:6]1[N:7]=[C:8]([NH:11][C:12]([C:14]2[CH:18]=[C:17]([CH2:19][CH2:20][CH3:21])[S:16][CH:15]=2)=[O:13])[S:9][CH:10]=1)=[O:5])C.[CH2:19]([C:17]1[S:16][CH:15]=[C:14]([C:12]([NH:11][C:8]2[S:9][CH:10]=[C:6]([C:4]([OH:3])=[O:5])[N:7]=2)=[O:13])[CH:18]=1)[CH2:20][CH3:21].[OH-].[Na+]. Product: [CH2:19]([C:17]1[S:16][CH:15]=[C:14]([C:12]([NH:11][C:8]2[S:9][CH:10]=[C:6]([C:4]([OH:5])=[O:3])[N:7]=2)=[O:13])[CH:18]=1)[CH2:20][CH3:21]. The catalyst class is: 14. (5) Reactant: [NH:1]1[C:9]2[C:4](=[CH:5][CH:6]=[C:7]([C:10]([O:12][CH3:13])=[O:11])[CH:8]=2)[CH:3]=[N:2]1.[OH-].[K+].[I:16]I.S(=O)(=O)(O)[O-].[Na+]. Product: [I:16][C:3]1[C:4]2[C:9](=[CH:8][C:7]([C:10]([O:12][CH3:13])=[O:11])=[CH:6][CH:5]=2)[NH:1][N:2]=1. The catalyst class is: 9. (6) Reactant: [F:1][C:2]1[CH:3]=[C:4]([S:8]([C:11]2[CH:12]=[N:13][C:14]3[C:19]([CH:20]=2)=[CH:18][CH:17]=[CH:16][C:15]=3I)(=[O:10])=[O:9])[CH:5]=[CH:6][CH:7]=1.[C@@H:22]12[CH2:28][N:27](C(OC(C)(C)C)=O)[C@@H:26]1[CH2:25][NH:24][CH2:23]2.[ClH:36]. Product: [ClH:36].[F:1][C:2]1[CH:3]=[C:4]([S:8]([C:11]2[CH:12]=[N:13][C:14]3[C:19]([CH:20]=2)=[CH:18][CH:17]=[CH:16][C:15]=3[N:24]2[CH2:25][C@@H:26]3[C@@H:22]([CH2:28][NH2+:27]3)[CH2:23]2)(=[O:10])=[O:9])[CH:5]=[CH:6][CH:7]=1. The catalyst class is: 32. (7) Reactant: Cl[C:2]1[N:7]=[N:6][C:5]([C:8]([F:11])([F:10])[F:9])=[CH:4][CH:3]=1.[OH-:12].[Na+]. Product: [F:9][C:8]([F:11])([F:10])[C:5]1[N:6]=[N:7][C:2]([OH:12])=[CH:3][CH:4]=1. The catalyst class is: 6.